This data is from Forward reaction prediction with 1.9M reactions from USPTO patents (1976-2016). The task is: Predict the product of the given reaction. (1) Given the reactants [Cl:1][C:2]1[CH:3]=[CH:4][C:5]([C:28]([F:31])([F:30])[F:29])=[C:6]([C:8]2[CH:13]=[CH:12][N:11]([CH:14]([CH2:20][C:21]3[CH:26]=[CH:25][N:24]=[CH:23][CH:22]=3)[C:15]([O:17]CC)=[O:16])[C:10](=[O:27])[CH:9]=2)[CH:7]=1.[OH-].[Li+], predict the reaction product. The product is: [Cl:1][C:2]1[CH:3]=[CH:4][C:5]([C:28]([F:30])([F:29])[F:31])=[C:6]([C:8]2[CH:13]=[CH:12][N:11]([CH:14]([CH2:20][C:21]3[CH:26]=[CH:25][N:24]=[CH:23][CH:22]=3)[C:15]([OH:17])=[O:16])[C:10](=[O:27])[CH:9]=2)[CH:7]=1. (2) Given the reactants [OH:1][C:2]1[N:9]=[C:8]([C:10]([F:13])([F:12])[F:11])[CH:7]=[CH:6][C:3]=1[C:4]#[N:5].C(N(CC)CC)C.[S:21](O[S:21]([C:24]([F:27])([F:26])[F:25])(=[O:23])=[O:22])([C:24]([F:27])([F:26])[F:25])(=[O:23])=[O:22], predict the reaction product. The product is: [F:25][C:24]([F:27])([F:26])[S:21]([O:1][C:2]1[C:3]([C:4]#[N:5])=[CH:6][CH:7]=[C:8]([C:10]([F:13])([F:11])[F:12])[N:9]=1)(=[O:23])=[O:22].